Dataset: Catalyst prediction with 721,799 reactions and 888 catalyst types from USPTO. Task: Predict which catalyst facilitates the given reaction. (1) Reactant: [CH3:1][O:2][C@@H:3]1[C@@H:7]([O:8][N+:9]([O-:11])=[O:10])[CH2:6][C@H:5]([C:12]([OH:14])=O)[CH2:4]1.[C:15]1([S:21]([NH2:24])(=[O:23])=[O:22])[CH:20]=[CH:19][CH:18]=[CH:17][CH:16]=1.C(N(CC)CC)C.F[P-](F)(F)(F)(F)F.N1(OC(N(C)C)=[N+](C)C)C2N=CC=CC=2N=N1. Product: [N+:9]([O-:11])([O:8][C@H:7]1[CH2:6][C@H:5]([C:12](=[O:14])[NH:24][S:21]([C:15]2[CH:20]=[CH:19][CH:18]=[CH:17][CH:16]=2)(=[O:23])=[O:22])[CH2:4][C@@H:3]1[O:2][CH3:1])=[O:10]. The catalyst class is: 4. (2) Reactant: [F:1][C:2]([F:18])([F:17])[C:3]1[O:7][N:6]=[C:5]([C:8]2[S:12][C:11]([C:13]([OH:15])=O)=[CH:10][CH:9]=2)[C:4]=1[CH3:16].[NH:19]1[CH2:24][CH2:23][O:22][CH2:21][CH2:20]1.C1COCC1.N1CCCCC1. Product: [CH3:16][C:4]1[C:5]([C:8]2[S:12][C:11]([C:13]([N:19]3[CH2:24][CH2:23][O:22][CH2:21][CH2:20]3)=[O:15])=[CH:10][CH:9]=2)=[N:6][O:7][C:3]=1[C:2]([F:1])([F:18])[F:17]. The catalyst class is: 66.